Task: Predict the reactants needed to synthesize the given product.. Dataset: Full USPTO retrosynthesis dataset with 1.9M reactions from patents (1976-2016) (1) Given the product [CH3:16][C:13]1[C:4]2[N:5]([CH3:17])[CH:6]=[C:7]([C:8]([O:10][CH2:11][CH3:12])=[O:9])[C:2](=[O:1])[C:3]=2[S:15][CH:14]=1, predict the reactants needed to synthesize it. The reactants are: [OH:1][C:2]1[C:7]([C:8]([O:10][CH2:11][CH3:12])=[O:9])=[CH:6][N:5]=[C:4]2[C:13]([CH3:16])=[CH:14][S:15][C:3]=12.[CH3:17]N(C=O)C.C(=O)([O-])[O-].[K+].[K+].IC. (2) Given the product [C:40]([CH2:39][CH2:38][CH2:37][NH:36][C:34](=[O:35])[CH2:33][C:7]1[CH:6]=[C:5]([CH:10]=[CH:9][C:8]=1[O:11][CH2:12][CH2:13][CH2:14][C:15]1[CH:20]=[CH:19][C:18]([O:21][CH2:22][C:23]2[CH:28]=[CH:27][C:26]([O:29][CH:30]([CH3:31])[CH3:32])=[CH:25][CH:24]=2)=[CH:17][CH:16]=1)[C:4]([OH:44])=[O:3])([OH:42])=[O:41], predict the reactants needed to synthesize it. The reactants are: C([O:3][C:4](=[O:44])[C:5]1[CH:10]=[CH:9][C:8]([O:11][CH2:12][CH2:13][CH2:14][C:15]2[CH:20]=[CH:19][C:18]([O:21][CH2:22][C:23]3[CH:28]=[CH:27][C:26]([O:29][CH:30]([CH3:32])[CH3:31])=[CH:25][CH:24]=3)=[CH:17][CH:16]=2)=[C:7]([CH2:33][C:34]([NH:36][CH2:37][CH2:38][CH2:39][C:40]([O:42]C)=[O:41])=[O:35])[CH:6]=1)C.[OH-].[Na+].Cl. (3) Given the product [F:1][C:2]1[CH:3]=[CH:4][C:5]([C:8]2[NH:12][N:11]=[CH:10][C:9]=2[C:13]2[S:14][CH:15]=[C:16]([CH2:18][C:19]([NH:30][CH2:29][CH:28]3[CH2:27][CH2:48][O:43][CH2:44][CH2:45]3)=[O:21])[N:17]=2)=[CH:6][CH:7]=1, predict the reactants needed to synthesize it. The reactants are: [F:1][C:2]1[CH:7]=[CH:6][C:5]([C:8]2[NH:12][N:11]=[CH:10][C:9]=2[C:13]2[S:14][CH:15]=[C:16]([CH2:18][C:19]([OH:21])=O)[N:17]=2)=[CH:4][CH:3]=1.CCN=C=N[CH2:27][CH2:28][CH2:29][N:30](C)C.C1C=CC2N(O)N=NC=2C=1.[O:43]1[CH2:48]CC(CCN)[CH2:45][CH2:44]1.